This data is from Reaction yield outcomes from USPTO patents with 853,638 reactions. The task is: Predict the reaction yield, written as a fraction of the theoretical maximum amount of product (1.0 means a 100% yield; for example, 0.34 means a 34% yield). (1) The reactants are [C:1]([C:4]1[C:5]([O:30][CH2:31][CH3:32])=[C:6]([CH:12]([NH:22][C:23](=[O:29])[O:24][C:25]([CH3:28])([CH3:27])[CH3:26])[CH2:13][O:14][Si](C(C)(C)C)(C)C)[C:7]([F:11])=[C:8]([Cl:10])[CH:9]=1)(=[O:3])[CH3:2].[F-].C([N+](CCCC)(CCCC)CCCC)CCC. The catalyst is O1CCCC1. The product is [C:1]([C:4]1[C:5]([O:30][CH2:31][CH3:32])=[C:6]([CH:12]([NH:22][C:23](=[O:29])[O:24][C:25]([CH3:26])([CH3:27])[CH3:28])[CH2:13][OH:14])[C:7]([F:11])=[C:8]([Cl:10])[CH:9]=1)(=[O:3])[CH3:2]. The yield is 0.600. (2) The reactants are [CH:1]([S:4][C:5]1[S:9][C:8]([C:10]([O:12][CH2:13][CH3:14])=[O:11])=[C:7]2[CH2:15][CH2:16][CH2:17][C:18](=[O:19])[C:6]=12)([CH3:3])[CH3:2].[Br:20]Br.O. The yield is 0.839. The catalyst is CO. The product is [Br:20][CH:17]1[CH2:16][CH2:15][C:7]2=[C:8]([C:10]([O:12][CH2:13][CH3:14])=[O:11])[S:9][C:5]([S:4][CH:1]([CH3:2])[CH3:3])=[C:6]2[C:18]1=[O:19]. (3) The reactants are I[C:2]1[N:6]([CH3:7])[N:5]=[CH:4][CH:3]=1.[F:8][C:9]1([F:24])[CH2:14][CH2:13][C:12](B2OC(C)(C)C(C)(C)O2)=[CH:11][CH2:10]1.C(=O)([O-])[O-].[Cs+].[Cs+]. The catalyst is O1CCOCC1.O.C1C=CC([P]([Pd]([P](C2C=CC=CC=2)(C2C=CC=CC=2)C2C=CC=CC=2)([P](C2C=CC=CC=2)(C2C=CC=CC=2)C2C=CC=CC=2)[P](C2C=CC=CC=2)(C2C=CC=CC=2)C2C=CC=CC=2)(C2C=CC=CC=2)C2C=CC=CC=2)=CC=1. The product is [F:8][C:9]1([F:24])[CH2:14][CH2:13][C:12]([C:2]2[N:6]([CH3:7])[N:5]=[CH:4][CH:3]=2)=[CH:11][CH2:10]1. The yield is 0.940. (4) The reactants are [F:1][C:2]1[CH:7]=[CH:6][CH:5]=[CH:4][C:3]=1[N:8]1[C:12](OS(C(F)(F)F)(=O)=O)=[CH:11][C:10]([C:21]([O:23][CH2:24][CH3:25])=[O:22])=[N:9]1.[SH:26][CH2:27][CH2:28][C:29]([O:31][CH2:32][CH:33]([CH2:38][CH3:39])[CH2:34][CH2:35][CH2:36][CH3:37])=[O:30].C(=O)([O-])[O-].[Cs+].[Cs+].S([O-])([O-])(=O)=O.[Mg+2]. The catalyst is C1(C)C=CC=CC=1.C1C=CC(/C=C/C(/C=C/C2C=CC=CC=2)=O)=CC=1.C1C=CC(/C=C/C(/C=C/C2C=CC=CC=2)=O)=CC=1.C1C=CC(/C=C/C(/C=C/C2C=CC=CC=2)=O)=CC=1.[Pd].[Pd]. The product is [CH2:38]([CH:33]([CH2:34][CH2:35][CH2:36][CH3:37])[CH2:32][O:31][C:29](=[O:30])[CH2:28][CH2:27][S:26][C:12]1[N:8]([C:3]2[CH:4]=[CH:5][CH:6]=[CH:7][C:2]=2[F:1])[N:9]=[C:10]([C:21]([O:23][CH2:24][CH3:25])=[O:22])[CH:11]=1)[CH3:39]. The yield is 0.450. (5) The reactants are O[CH2:2][C:3]1[C:11]2[C:6](=[CH:7][CH:8]=[CH:9][CH:10]=2)[N:5]([C:12]([O:14][C:15]([CH3:18])([CH3:17])[CH3:16])=[O:13])[CH:4]=1.C1C=CC(P(C2C=CC=CC=2)C2C=CC=CC=2)=CC=1.C(Br)(Br)(Br)[Br:39]. The catalyst is ClCCl. The product is [Br:39][CH2:2][C:3]1[C:11]2[C:6](=[CH:7][CH:8]=[CH:9][CH:10]=2)[N:5]([C:12]([O:14][C:15]([CH3:18])([CH3:17])[CH3:16])=[O:13])[CH:4]=1. The yield is 0.770. (6) The reactants are [Br:1][C:2]1[CH:3]=[C:4]2[C:8](=[C:9]([C:11](O)=[O:12])[CH:10]=1)[NH:7][CH:6]=[C:5]2[CH:14]1[CH2:18][CH2:17][S:16](=[O:20])(=[O:19])[CH2:15]1.C1C=CC2N(O)N=[N:27]C=2C=1.N.O1CCOCC1. The catalyst is CN(C=O)C.C(OCC)(=O)C. The product is [Br:1][C:2]1[CH:3]=[C:4]2[C:8](=[C:9]([C:11]([NH2:27])=[O:12])[CH:10]=1)[NH:7][CH:6]=[C:5]2[CH:14]1[CH2:18][CH2:17][S:16](=[O:20])(=[O:19])[CH2:15]1. The yield is 0.960. (7) The reactants are [Br:1][C:2]1[CH:3]=[C:4]2[C:9](=[O:10])[O:8][C:6](=[O:7])[C:5]2=[CH:11][CH:12]=1.S(=O)(=O)(O)O.[I:18]I.[OH-].[Na+].Cl. The product is [Br:1][C:2]1[CH:3]=[C:4]2[C:9](=[O:10])[O:8][C:6](=[O:7])[C:5]2=[CH:11][C:12]=1[I:18]. No catalyst specified. The yield is 0.110. (8) No catalyst specified. The yield is 0.680. The reactants are ClC1C=CN=NC=1C1C=CC=CN=1.C([Sn](CCCC)(CCCC)[C:19]1[CH:24]=[CH:23][CH:22]=[C:21]([C:25]2[N:30]=[C:29]([Sn](CCCC)(CCCC)CCCC)[CH:28]=[CH:27][CH:26]=2)[N:20]=1)CCC.N1C=CC=CC=1C1N=NC(C2N=C(C3C=CC=C(C4N=NC(C5C=CC=CN=5)=CC=4)N=3)C=CC=2)=CC=1. The product is [CH:27]1[CH:28]=[CH:29][N:30]=[C:25]([C:21]2[CH:22]=[CH:23][CH:24]=[CH:19][N:20]=2)[CH:26]=1. (9) The reactants are Cl.[C:2](=[NH:7])([O:4][CH2:5][CH3:6])[CH3:3].C(N(CC)CC)C.[C:15](Cl)(=[O:22])[C:16]1[CH:21]=[CH:20][CH:19]=[CH:18][CH:17]=1. The catalyst is C1(C)C=CC=CC=1. The product is [CH2:5]([O:4][C:2](=[N:7][C:15](=[O:22])[C:16]1[CH:21]=[CH:20][CH:19]=[CH:18][CH:17]=1)[CH3:3])[CH3:6]. The yield is 0.820. (10) The reactants are [NH2:1][C@H:2]1[C@@H:7]([NH:8][C:9]([C:11]2[NH:12][C:13]([CH2:17][CH3:18])=[C:14]([Cl:16])[N:15]=2)=[O:10])[CH2:6][CH2:5][N:4]([C:19]2[S:20][C:21]3[C:27]([C:28]([O:30][CH2:31][CH3:32])=[O:29])=[CH:26][CH:25]=[CH:24][C:22]=3[N:23]=2)[CH2:3]1.[CH:33](=O)[CH2:34][CH3:35].C(O[BH-](OC(=O)C)OC(=O)C)(=O)C.[Na+]. No catalyst specified. The product is [Cl:16][C:14]1[N:15]=[C:11]([C:9]([NH:8][C@H:7]2[CH2:6][CH2:5][N:4]([C:19]3[S:20][C:21]4[C:27]([C:28]([O:30][CH2:31][CH3:32])=[O:29])=[CH:26][CH:25]=[CH:24][C:22]=4[N:23]=3)[CH2:3][C@H:2]2[NH:1][CH2:33][CH2:34][CH3:35])=[O:10])[NH:12][C:13]=1[CH2:17][CH3:18]. The yield is 0.770.